This data is from Full USPTO retrosynthesis dataset with 1.9M reactions from patents (1976-2016). The task is: Predict the reactants needed to synthesize the given product. (1) Given the product [CH3:1][O:2][C:3]([C:4]1[C:5]([O:11][CH3:12])=[CH:6][C:7]2[N:10]=[C:15]([NH2:16])[S:14][C:8]=2[CH:9]=1)=[O:13], predict the reactants needed to synthesize it. The reactants are: [CH3:1][O:2][C:3](=[O:13])[C:4]1[CH:9]=[CH:8][C:7]([NH2:10])=[CH:6][C:5]=1[O:11][CH3:12].[S-:14][C:15]#[N:16].[K+].BrBr. (2) Given the product [CH3:6][C:7]1[CH:12]=[CH:11][N:10]=[C:9]([O:13][CH2:14][C:15]2[CH:20]=[CH:19][C:18]([CH2:21][C:22]3[CH:27]=[C:26]([C:28]4[C:29]([NH2:35])=[N:30][C:31]([NH2:34])=[CH:32][CH:33]=4)[O:24][N:23]=3)=[CH:17][CH:16]=2)[CH:8]=1, predict the reactants needed to synthesize it. The reactants are: O1CCCC1.[CH3:6][C:7]1[CH:12]=[CH:11][N:10]=[C:9]([O:13][CH2:14][C:15]2[CH:20]=[CH:19][C:18]([CH2:21][C:22](Cl)=[N:23][OH:24])=[CH:17][CH:16]=2)[CH:8]=1.[C:26]([C:28]1[C:29]([NH2:35])=[N:30][C:31]([NH2:34])=[CH:32][CH:33]=1)#[CH:27].C(N(CC)CC)C. (3) Given the product [C:24]([NH:32][C:33]([NH:1][C:2]1([C:19]2[S:20][CH:21]=[CH:22][CH:23]=2)[CH:6]([CH2:7][OH:8])[CH2:5][N:4]([C:9]([O:11][CH2:12][C:13]2[CH:18]=[CH:17][CH:16]=[CH:15][CH:14]=2)=[O:10])[CH2:3]1)=[S:34])(=[O:31])[C:25]1[CH:30]=[CH:29][CH:28]=[CH:27][CH:26]=1, predict the reactants needed to synthesize it. The reactants are: [NH2:1][C:2]1([C:19]2[S:20][CH:21]=[CH:22][CH:23]=2)[CH:6]([CH2:7][OH:8])[CH2:5][N:4]([C:9]([O:11][CH2:12][C:13]2[CH:18]=[CH:17][CH:16]=[CH:15][CH:14]=2)=[O:10])[CH2:3]1.[C:24]([N:32]=[C:33]=[S:34])(=[O:31])[C:25]1[CH:30]=[CH:29][CH:28]=[CH:27][CH:26]=1. (4) Given the product [CH2:1]([O:5][C:6]([C:8]1[N:9]=[C:10]([O:28][C:23]2[CH:24]=[CH:25][CH:26]=[CH:27][C:22]=2[O:21][CH3:20])[C:11]2[C:16]([C:17]=1[OH:18])=[CH:15][CH:14]=[CH:13][CH:12]=2)=[O:7])[CH2:2][CH2:3][CH3:4], predict the reactants needed to synthesize it. The reactants are: [CH2:1]([O:5][C:6]([C:8]1[N:9]=[C:10](Cl)[C:11]2[C:16]([C:17]=1[OH:18])=[CH:15][CH:14]=[CH:13][CH:12]=2)=[O:7])[CH2:2][CH2:3][CH3:4].[CH3:20][O:21][C:22]1[CH:27]=[CH:26][CH:25]=[CH:24][C:23]=1[OH:28]. (5) Given the product [F:1][C:2]1[N:10]=[C:9]2[C:5]([N:6]=[C:7]([CH2:11][C:12]3[C:20]([I:21])=[CH:19][C:15]4[O:16][CH2:17][O:18][C:14]=4[CH:13]=3)[N:8]2[CH2:37][CH2:36][CH2:35][C:34]#[CH:33])=[C:4]([NH2:22])[N:3]=1, predict the reactants needed to synthesize it. The reactants are: [F:1][C:2]1[N:10]=[C:9]2[C:5]([NH:6][C:7]([CH2:11][C:12]3[C:20]([I:21])=[CH:19][C:15]4[O:16][CH2:17][O:18][C:14]=4[CH:13]=3)=[N:8]2)=[C:4]([NH2:22])[N:3]=1.C([O-])([O-])=O.[Cs+].[Cs+].S(C1C=CC(C)=CC=1)(O[CH2:33][CH2:34][CH2:35][C:36]#[CH:37])(=O)=O.